Dataset: Merck oncology drug combination screen with 23,052 pairs across 39 cell lines. Task: Regression. Given two drug SMILES strings and cell line genomic features, predict the synergy score measuring deviation from expected non-interaction effect. (1) Drug 1: O=C(NOCC(O)CO)c1ccc(F)c(F)c1Nc1ccc(I)cc1F. Drug 2: CCC1(O)C(=O)OCc2c1cc1n(c2=O)Cc2cc3c(CN(C)C)c(O)ccc3nc2-1. Cell line: MSTO. Synergy scores: synergy=2.55. (2) Drug 1: O=c1[nH]cc(F)c(=O)[nH]1. Drug 2: N#Cc1ccc(Cn2cncc2CN2CCN(c3cccc(Cl)c3)C(=O)C2)cc1. Cell line: A2058. Synergy scores: synergy=9.73. (3) Drug 1: N#Cc1ccc(Cn2cncc2CN2CCN(c3cccc(Cl)c3)C(=O)C2)cc1. Drug 2: Cn1nnc2c(C(N)=O)ncn2c1=O. Cell line: NCIH460. Synergy scores: synergy=0.591. (4) Drug 1: O=P1(N(CCCl)CCCl)NCCCO1. Drug 2: C=CCn1c(=O)c2cnc(Nc3ccc(N4CCN(C)CC4)cc3)nc2n1-c1cccc(C(C)(C)O)n1. Cell line: SKMEL30. Synergy scores: synergy=9.05. (5) Drug 1: O=S1(=O)NC2(CN1CC(F)(F)F)C1CCC2Cc2cc(C=CCN3CCC(C(F)(F)F)CC3)ccc2C1. Drug 2: O=P1(N(CCCl)CCCl)NCCCO1. Cell line: UWB1289BRCA1. Synergy scores: synergy=0.814. (6) Drug 1: NC(=O)c1cccc2cn(-c3ccc(C4CCCNC4)cc3)nc12. Drug 2: COC1CC2CCC(C)C(O)(O2)C(=O)C(=O)N2CCCCC2C(=O)OC(C(C)CC2CCC(OP(C)(C)=O)C(OC)C2)CC(=O)C(C)C=C(C)C(O)C(OC)C(=O)C(C)CC(C)C=CC=CC=C1C. Cell line: DLD1. Synergy scores: synergy=6.85. (7) Drug 1: Nc1ccn(C2OC(CO)C(O)C2(F)F)c(=O)n1. Drug 2: CC(C)CC(NC(=O)C(Cc1ccccc1)NC(=O)c1cnccn1)B(O)O. Cell line: T47D. Synergy scores: synergy=-12.5. (8) Drug 1: NC1(c2ccc(-c3nc4ccn5c(=O)[nH]nc5c4cc3-c3ccccc3)cc2)CCC1. Drug 2: COC1CC2CCC(C)C(O)(O2)C(=O)C(=O)N2CCCCC2C(=O)OC(C(C)CC2CCC(OP(C)(C)=O)C(OC)C2)CC(=O)C(C)C=C(C)C(O)C(OC)C(=O)C(C)CC(C)C=CC=CC=C1C. Cell line: SKOV3. Synergy scores: synergy=79.4. (9) Drug 1: CC(C)CC(NC(=O)C(Cc1ccccc1)NC(=O)c1cnccn1)B(O)O. Drug 2: CNC(=O)c1cc(Oc2ccc(NC(=O)Nc3ccc(Cl)c(C(F)(F)F)c3)cc2)ccn1. Cell line: OCUBM. Synergy scores: synergy=-2.13.